From a dataset of Forward reaction prediction with 1.9M reactions from USPTO patents (1976-2016). Predict the product of the given reaction. Given the reactants [Br:1][C:2]1[CH:3]=[C:4]2[C:9](=[CH:10][CH:11]=1)[N:8]=[CH:7][C:6]([C:12]([CH:14]1[CH2:16][CH2:15]1)=[O:13])=[C:5]2Cl.[NH2:18][C:19]1[CH:20]=[CH:21][C:22]([NH:25][CH:26]2[CH2:31][CH2:30][CH2:29][N:28]([C:32]([O:34][C:35]([CH3:38])([CH3:37])[CH3:36])=[O:33])[CH2:27]2)=[N:23][CH:24]=1, predict the reaction product. The product is: [Br:1][C:2]1[CH:3]=[C:4]2[C:9](=[CH:10][CH:11]=1)[N:8]=[CH:7][C:6]([C:12]([CH:14]1[CH2:16][CH2:15]1)=[O:13])=[C:5]2[NH:18][C:19]1[CH:20]=[CH:21][C:22]([NH:25][CH:26]2[CH2:31][CH2:30][CH2:29][N:28]([C:32]([O:34][C:35]([CH3:38])([CH3:37])[CH3:36])=[O:33])[CH2:27]2)=[N:23][CH:24]=1.